From a dataset of Catalyst prediction with 721,799 reactions and 888 catalyst types from USPTO. Predict which catalyst facilitates the given reaction. (1) Reactant: [C:1]([N:9]=[C:10]=[S:11])(=[O:8])[C:2]1[CH:7]=[CH:6][CH:5]=[CH:4][CH:3]=1.[NH:12]1[CH2:17][CH2:16][O:15][CH2:14][CH2:13]1. Product: [NH2:9][C:10]([NH2:12])=[S:11].[C:1]([N:12]1[CH2:17][CH2:16][O:15][CH2:14][CH2:13]1)(=[O:8])[C:2]1[CH:7]=[CH:6][CH:5]=[CH:4][CH:3]=1. The catalyst class is: 4. (2) Reactant: C(OC([NH:8][C:9]([CH3:27])([CH3:26])[CH2:10][CH2:11][N:12]1[C:16]2[CH:17]=[CH:18][C:19]([C:21]([O:23][CH3:24])=[O:22])=[CH:20][C:15]=2[NH:14][C:13]1=[O:25])=O)(C)(C)C.FC(F)(F)C(O)=O. Product: [NH2:8][C:9]([CH3:27])([CH3:26])[CH2:10][CH2:11][N:12]1[C:16]2[CH:17]=[CH:18][C:19]([C:21]([O:23][CH3:24])=[O:22])=[CH:20][C:15]=2[NH:14][C:13]1=[O:25]. The catalyst class is: 4. (3) Reactant: [F:1][C:2]([F:34])([F:33])[C:3]1[CH:4]=[C:5]([C@H:13]2[O:17][C:16](=[O:18])[N:15]3[C@H:19]([C:22]4[C:27]([Br:28])=[CH:26][C:25](I)=[C:24]([N:30]([CH3:32])[CH3:31])[N:23]=4)[CH2:20][CH2:21][C@@H:14]23)[CH:6]=[C:7]([C:9]([F:12])([F:11])[F:10])[CH:8]=1.[C:35](B1OC(C)(C)C(C)(C)O1)([CH3:37])=[CH2:36].C(=O)([O-])[O-].[K+].[K+]. Product: [F:1][C:2]([F:34])([F:33])[C:3]1[CH:4]=[C:5]([C@H:13]2[O:17][C:16](=[O:18])[N:15]3[C@H:19]([C:22]4[C:27]([Br:28])=[CH:26][C:25]([C:35]([CH3:37])=[CH2:36])=[C:24]([N:30]([CH3:32])[CH3:31])[N:23]=4)[CH2:20][CH2:21][C@@H:14]23)[CH:6]=[C:7]([C:9]([F:12])([F:11])[F:10])[CH:8]=1. The catalyst class is: 3.